The task is: Predict the reactants needed to synthesize the given product.. This data is from Full USPTO retrosynthesis dataset with 1.9M reactions from patents (1976-2016). (1) Given the product [F:1][C:2]1[CH:3]=[CH:4][C:5]([CH2:8][C:10]2[CH:15]=[CH:14][C:13]([NH2:16])=[CH:12][CH:11]=2)=[CH:6][CH:7]=1, predict the reactants needed to synthesize it. The reactants are: [F:1][C:2]1[CH:7]=[CH:6][C:5]([C:8]([C:10]2[CH:15]=[CH:14][C:13]([N+:16]([O-])=O)=[CH:12][CH:11]=2)=O)=[CH:4][CH:3]=1.FC(F)(F)S(O)(=O)=O.C([SiH](CC)CC)C.C(=O)(O)[O-].[Na+]. (2) Given the product [F:32][C:31]([F:34])([F:33])[C:65]([OH:66])=[O:37].[CH3:21][C:20]1[CH:19]=[CH:18][C:17]([C:22]([NH:24][C:25]2[CH:30]=[CH:29][CH:28]=[C:27]([C:31]([F:32])([F:34])[F:33])[CH:26]=2)=[O:23])=[CH:16][C:15]=1[C:11]1[CH:10]=[C:9]2[C:14]([C:2]3[CH:7]=[CH:6][CH:5]=[N:4][C:3]=3[NH:8]2)=[CH:13][CH:12]=1, predict the reactants needed to synthesize it. The reactants are: Br[C:2]1[C:3]([NH:8][C:9]2[CH:10]=[C:11]([C:15]3[C:20]([CH3:21])=[CH:19][CH:18]=[C:17]([C:22]([NH:24][C:25]4[CH:30]=[CH:29][CH:28]=[C:27]([C:31]([F:34])([F:33])[F:32])[CH:26]=4)=[O:23])[CH:16]=3)[CH:12]=[CH:13][CH:14]=2)=[N:4][CH:5]=[CH:6][CH:7]=1.C([O-])(=[O:37])C.[Na+].C1(C)C=CC=CC=1P(C1C=CC=CC=1C)C1C=CC=CC=1C.CN([CH:65]=[O:66])C. (3) Given the product [CH3:20][O:19][C:13]1[CH:12]=[C:11]([C:9]2[O:10][C:3]3[C:4](=[N:5][CH:6]=[CH:7][C:2]=3[NH:31][C:30]3[C:22]([CH3:21])=[C:23]4[C:27](=[CH:28][CH:29]=3)[NH:26][CH:25]=[CH:24]4)[CH:8]=2)[CH:16]=[CH:15][C:14]=1[O:17][CH3:18], predict the reactants needed to synthesize it. The reactants are: Cl[C:2]1[CH:7]=[CH:6][N:5]=[C:4]2[CH:8]=[C:9]([C:11]3[CH:16]=[CH:15][C:14]([O:17][CH3:18])=[C:13]([O:19][CH3:20])[CH:12]=3)[O:10][C:3]=12.[CH3:21][C:22]1[C:30]([NH2:31])=[CH:29][CH:28]=[C:27]2[C:23]=1[CH:24]=[CH:25][NH:26]2. (4) Given the product [N:1]1[CH:2]=[CH:3][C:4]([CH2:7][CH2:8][C:9]2[C:10]([O:29][CH3:30])=[CH:11][C:12]([O:27][CH3:28])=[C:13]([C:15]3[N:19]([C:20]4[CH:25]=[CH:24][CH:23]=[CH:22][C:21]=4[Cl:26])[N:18]=[CH:17][CH:16]=3)[CH:14]=2)=[CH:5][CH:6]=1, predict the reactants needed to synthesize it. The reactants are: [N:1]1[CH:6]=[CH:5][C:4]([CH:7]=[CH:8][C:9]2[C:10]([O:29][CH3:30])=[CH:11][C:12]([O:27][CH3:28])=[C:13]([C:15]3[N:19]([C:20]4[CH:25]=[CH:24][CH:23]=[CH:22][C:21]=4[Cl:26])[N:18]=[CH:17][CH:16]=3)[CH:14]=2)=[CH:3][CH:2]=1. (5) Given the product [Cl:1][C:2]1[N:7]=[C:6]([C:23]2[CH:22]=[N:21][N:20]([CH:16]([CH:11]3[CH2:15][CH2:14][CH2:13][CH2:12]3)[CH2:17][C:18]#[N:19])[CH:24]=2)[C:5]([O:9][CH3:10])=[CH:4][N:3]=1, predict the reactants needed to synthesize it. The reactants are: [Cl:1][C:2]1[N:7]=[C:6](Cl)[C:5]([O:9][CH3:10])=[CH:4][N:3]=1.[CH:11]1([CH:16]([N:20]2[CH:24]=[C:23](B3OC(C)(C)C(C)(C)O3)[CH:22]=[N:21]2)[CH2:17][C:18]#[N:19])[CH2:15][CH2:14][CH2:13][CH2:12]1.P([O-])([O-])([O-])=O.[K+].[K+].[K+]. (6) Given the product [Br:1][C:2]1[CH:7]=[CH:6][C:5]([C:8]([NH2:9])=[O:11])=[C:4]([CH3:10])[CH:3]=1, predict the reactants needed to synthesize it. The reactants are: [Br:1][C:2]1[CH:7]=[CH:6][C:5]([C:8]#[N:9])=[C:4]([CH3:10])[CH:3]=1.[OH-:11].[K+]. (7) The reactants are: [CH2:1]([N:8]1[C:13](=[O:14])[CH:12]=[C:11]([C:15]([O:17]CC)=[CH2:16])[C:10]([C:20]2[CH:25]=[CH:24][CH:23]=[CH:22][CH:21]=2)=[N:9]1)[C:2]1[CH:7]=[CH:6][CH:5]=[CH:4][CH:3]=1.Cl. Given the product [C:15]([C:11]1[C:10]([C:20]2[CH:25]=[CH:24][CH:23]=[CH:22][CH:21]=2)=[N:9][N:8]([CH2:1][C:2]2[CH:3]=[CH:4][CH:5]=[CH:6][CH:7]=2)[C:13](=[O:14])[CH:12]=1)(=[O:17])[CH3:16], predict the reactants needed to synthesize it. (8) Given the product [CH2:1]([O:3][CH2:4][C:5]1[CH:6]=[CH:7][C:8]([C:11]#[C:12][C:14]2[CH:22]=[CH:21][C:17]([C:18]([OH:20])=[O:19])=[CH:16][CH:15]=2)=[CH:9][CH:10]=1)[CH3:2], predict the reactants needed to synthesize it. The reactants are: [CH2:1]([O:3][CH2:4][C:5]1[CH:10]=[CH:9][C:8]([C:11]#[CH:12])=[CH:7][CH:6]=1)[CH3:2].I[C:14]1[CH:22]=[CH:21][C:17]([C:18]([OH:20])=[O:19])=[CH:16][CH:15]=1.C1COCC1. (9) Given the product [Br:1][C:2]1[CH:11]=[C:10]2[C:5]([CH2:6][CH2:7][N:8]([C:17](=[O:42])[C:18]([N:20]([CH2:24][CH2:25][N:26]([C:35]([O:37][C:38]([CH3:40])([CH3:39])[CH3:41])=[O:36])[CH2:27][C:28]#[C:29][C:30]3[S:31][CH:32]=[CH:33][CH:34]=3)[CH:21]([CH3:22])[CH3:23])=[O:19])[CH:9]2[C:12]([OH:14])=[O:13])=[CH:4][C:3]=1[O:43][CH3:44], predict the reactants needed to synthesize it. The reactants are: [Br:1][C:2]1[CH:11]=[C:10]2[C:5]([CH2:6][CH2:7][N:8]([C:17](=[O:42])[C:18]([N:20]([CH2:24][CH2:25][N:26]([C:35]([O:37][C:38]([CH3:41])([CH3:40])[CH3:39])=[O:36])[CH2:27][C:28]#[C:29][C:30]3[S:31][CH:32]=[CH:33][CH:34]=3)[CH:21]([CH3:23])[CH3:22])=[O:19])[CH:9]2[C:12]([O:14]CC)=[O:13])=[CH:4][C:3]=1[O:43][CH3:44].[OH-].[K+].Cl.